The task is: Predict which catalyst facilitates the given reaction.. This data is from Catalyst prediction with 721,799 reactions and 888 catalyst types from USPTO. Reactant: C(N(C(C)C)CC)(C)C.[Cl:10][C:11]1[CH:19]=[C:18]([C:20]([NH:22][CH2:23][C:24]2[CH:29]=[CH:28][CH:27]=[C:26]([OH:30])[CH:25]=2)=[O:21])[CH:17]=[CH:16][C:12]=1[C:13]([OH:15])=O.Cl.[CH3:32][O:33][C:34](=[O:47])[C@H:35]([CH2:37][NH:38][C:39](=[O:46])[C:40]1[CH:45]=[CH:44][CH:43]=[CH:42][CH:41]=1)[NH2:36].C1C=CC2N(O)N=NC=2C=1. Product: [C:39]([NH:38][CH2:37][C@@H:35]([C:34]([O:33][CH3:32])=[O:47])[NH:36][C:13](=[O:15])[C:12]1[CH:16]=[CH:17][C:18]([C:20]([NH:22][CH2:23][C:24]2[CH:29]=[CH:28][CH:27]=[C:26]([OH:30])[CH:25]=2)=[O:21])=[CH:19][C:11]=1[Cl:10])(=[O:46])[C:40]1[CH:41]=[CH:42][CH:43]=[CH:44][CH:45]=1. The catalyst class is: 9.